Dataset: Catalyst prediction with 721,799 reactions and 888 catalyst types from USPTO. Task: Predict which catalyst facilitates the given reaction. (1) Reactant: [C:1]([C:5]1[CH:6]=[C:7]([NH:17][C:18]([NH:20][C:21]2[C:30]3[C:25](=[CH:26][CH:27]=[CH:28][CH:29]=3)[C:24]([O:31][C:32]3[CH:37]=[CH:36][N:35]=[C:34]([NH:38][C:39]4[CH:44]=[CH:43][CH:42]=[C:41]([O:45][CH3:46])[CH:40]=4)[CH:33]=3)=[CH:23][CH:22]=2)=[O:19])[C:8]([O:15][CH3:16])=[C:9]([CH:14]=1)[C:10]([O:12]C)=[O:11])([CH3:4])([CH3:3])[CH3:2].CO.C1COCC1. Product: [C:1]([C:5]1[CH:6]=[C:7]([NH:17][C:18]([NH:20][C:21]2[C:30]3[C:25](=[CH:26][CH:27]=[CH:28][CH:29]=3)[C:24]([O:31][C:32]3[CH:37]=[CH:36][N:35]=[C:34]([NH:38][C:39]4[CH:44]=[CH:43][CH:42]=[C:41]([O:45][CH3:46])[CH:40]=4)[CH:33]=3)=[CH:23][CH:22]=2)=[O:19])[C:8]([O:15][CH3:16])=[C:9]([CH:14]=1)[C:10]([OH:12])=[O:11])([CH3:4])([CH3:2])[CH3:3]. The catalyst class is: 6. (2) Product: [I:1][C:2]1[CH:11]=[C:10]2[C:5]([CH:6]=[CH:7][C:8]([O:12][CH:13]([O:18][CH3:19])[C:14]([OH:16])=[O:15])=[CH:9]2)=[CH:4][CH:3]=1. The catalyst class is: 30. Reactant: [I:1][C:2]1[CH:11]=[C:10]2[C:5]([CH:6]=[CH:7][C:8]([O:12][CH:13]([O:18][CH3:19])[C:14]([O:16]C)=[O:15])=[CH:9]2)=[CH:4][CH:3]=1.O.[OH-].[Li+].C(OCC)(=O)C.Cl. (3) Reactant: C([NH:11][CH2:12][CH2:13][CH2:14][CH2:15][C:16]1[CH:21]=[CH:20][CH:19]=[CH:18][C:17]=1[O:22][CH2:23][CH:24]([OH:27])[CH2:25][OH:26])(OCC1C=CC=CC=1)=O.[H][H]. Product: [OH:27][CH:24]([CH2:25][OH:26])[CH2:23][O:22][C:17]1[CH:18]=[CH:19][CH:20]=[CH:21][C:16]=1[CH2:15][CH2:14][CH2:13][CH2:12][NH2:11]. The catalyst class is: 19. (4) Reactant: C([N:8]1[CH2:16][C:15]2[C:10](=[CH:11][CH:12]=[C:13]([CH2:17][OH:18])[CH:14]=2)[CH2:9]1)C1C=CC=CC=1. Product: [CH2:9]1[C:10]2[C:15](=[CH:14][C:13]([CH2:17][OH:18])=[CH:12][CH:11]=2)[CH2:16][NH:8]1. The catalyst class is: 63. (5) Reactant: [OH:1][CH2:2][C:3]1[CH:4]=[C:5]([OH:9])[CH:6]=[CH:7][CH:8]=1.F[C:11]1[CH:16]=[CH:15][CH:14]=[C:13]([CH3:17])[N:12]=1.C(=O)([O-])[O-].[Cs+].[Cs+]. Product: [CH3:17][C:13]1[N:12]=[C:11]([O:9][C:5]2[CH:4]=[C:3]([CH2:2][OH:1])[CH:8]=[CH:7][CH:6]=2)[CH:16]=[CH:15][CH:14]=1. The catalyst class is: 16. (6) Reactant: [CH2:1]([N:8]([S:50]([C:53]1[CH:58]=[CH:57][C:56]([O:59][CH3:60])=[CH:55][CH:54]=1)(=[O:52])=[O:51])[NH:9][C:10]([C@@H:12]1[CH2:16][C@@H:15]([S:17]C(C2C=CC=CC=2)(C2C=CC=CC=2)C2C=CC=CC=2)[CH2:14][N:13]1[S:37]([C:40]1[CH:49]=[CH:48][C:47]2[C:42](=[CH:43][CH:44]=[CH:45][CH:46]=2)[CH:41]=1)(=[O:39])=[O:38])=[O:11])[C:2]1[CH:7]=[CH:6][CH:5]=[CH:4][CH:3]=1.C([SiH](CC)CC)C. Product: [CH2:1]([N:8]([S:50]([C:53]1[CH:58]=[CH:57][C:56]([O:59][CH3:60])=[CH:55][CH:54]=1)(=[O:52])=[O:51])[NH:9][C:10]([C@@H:12]1[CH2:16][C@@H:15]([SH:17])[CH2:14][N:13]1[S:37]([C:40]1[CH:49]=[CH:48][C:47]2[C:42](=[CH:43][CH:44]=[CH:45][CH:46]=2)[CH:41]=1)(=[O:39])=[O:38])=[O:11])[C:2]1[CH:3]=[CH:4][CH:5]=[CH:6][CH:7]=1. The catalyst class is: 67.